Dataset: Forward reaction prediction with 1.9M reactions from USPTO patents (1976-2016). Task: Predict the product of the given reaction. (1) Given the reactants [CH3:1][N:2]([CH3:11])[C:3]1[CH:10]=[CH:9][C:6]([CH:7]=O)=[CH:5][CH:4]=1.[I-:12].[I-].[CH3:14][N+:15]1[C:19]2=[CH:20][C:21]3[C:22]([CH3:30])([CH3:29])[C:23]([CH3:28])=[N+:24]([CH3:27])[C:25]=3[CH:26]=[C:18]2[C:17]([CH3:32])([CH3:31])[C:16]=1[CH3:33], predict the reaction product. The product is: [I-:12].[I-:12].[CH3:1][N:2]([CH3:11])[C:3]1[CH:10]=[CH:9][C:6]([CH:7]=[CH:33][C:16]2[C:17]([CH3:32])([CH3:31])[C:18]3[C:19]([N+:15]=2[CH3:14])=[CH:20][C:21]2[C:22]([CH3:30])([CH3:29])[C:23]([CH:28]=[CH:7][C:6]4[CH:9]=[CH:10][C:3]([N:2]([CH3:11])[CH3:1])=[CH:4][CH:5]=4)=[N+:24]([CH3:27])[C:25]=2[CH:26]=3)=[CH:5][CH:4]=1. (2) The product is: [CH3:33][C@@H:34]([NH:64][CH3:65])[C@H:35]1[O:40][C@H:39]([O:41][C@H:42]2[C@H:47]([OH:48])[C@@H:46]([O:49][C@H:50]3[O:55][CH2:54][C@@:53]([OH:57])([CH3:56])[C@H:52]([NH:58][CH3:59])[C@H:51]3[OH:60])[C@H:45]([NH2:61])[CH2:44][C@@H:43]2[NH2:62])[C@H:38]([NH2:63])[CH2:37][CH2:36]1. Given the reactants CC(N)[C@H]1O[C@H](O[C@H]2[C@H](O)[C@@H](O[C@H]3OC[C@@](O)(C)[C@H](NC)[C@H]3O)[C@H](N)C[C@@H]2N)[C@H](N)CC1.[CH3:33][CH:34]([NH:64][CH3:65])[C@H:35]1[O:40][C@H:39]([O:41][C@H:42]2[C@H:47]([OH:48])[C@@H:46]([O:49][C@H:50]3[O:55][CH2:54][C@@:53]([OH:57])([CH3:56])[C@H:52]([NH:58][CH3:59])[C@H:51]3[OH:60])[C@H:45]([NH2:61])[CH2:44][C@@H:43]2[NH2:62])[C@H:38]([NH2:63])[CH2:37][CH2:36]1.C[C@@]1(O)[C@H](NC)[C@@H](O)[C@@H](O[C@@H]2[C@@H](O)[C@H](O[C@H]3O[C@H](CN)CC[C@H]3N)[C@@H](N)C[C@H]2N)OC1.OS(O)(=O)=O.C(O)(=O)C, predict the reaction product. (3) Given the reactants C([O:3][C:4]([C:6]1C=CC(B(O)O)=CC=1)=[O:5])C.NC1CC(C(N(CCC)CCC)=O)=CC2C=CC(Br)=CC=2N=1.COC(C1C=CC(B(O)O)=CC=1)=O.C(=O)([O-])[O-].[K+].[K+].[C:56]([O:60][C:61]([NH:63][C:64]1[CH2:65][C:66]([C:86](=[O:102])[N:87]([CH2:91][CH2:92][CH2:93][O:94][Si:95]([C:98]([CH3:101])([CH3:100])[CH3:99])([CH3:97])[CH3:96])[CH2:88][CH2:89][CH3:90])=[CH:67][C:68]2[CH:74]=[CH:73][C:72]([C:75]3[CH:85]=[CH:84][C:78]([C:79]([O:81][CH2:82][CH3:83])=[O:80])=[CH:77][CH:76]=3)=[CH:71][C:69]=2[N:70]=1)=[O:62])([CH3:59])([CH3:58])[CH3:57], predict the reaction product. The product is: [C:4]([O-:5])(=[O:3])[CH3:6].[C:56]([O:60][C:61]([NH:63][C:64]1[CH2:65][C:66]([C:86](=[O:102])[N:87]([CH2:91][CH2:92][CH2:93][O:94][Si:95]([C:98]([CH3:99])([CH3:101])[CH3:100])([CH3:96])[CH3:97])[CH2:88][CH2:89][CH3:90])=[CH:67][C:68]2[CH:74]=[CH:73][C:72]([C:75]3[CH:85]=[CH:84][C:78]([C:79]([O:81][CH2:82][CH3:83])=[O:80])=[CH:77][CH:76]=3)=[CH:71][C:69]=2[N:70]=1)=[O:62])([CH3:57])([CH3:58])[CH3:59]. (4) Given the reactants [BH4-].[Na+].[C:3]1([C:31]2[CH:36]=[CH:35][CH:34]=[CH:33][CH:32]=2)[CH:8]=[CH:7][C:6]([CH2:9][CH2:10][C:11](=[O:30])[CH:12]([CH2:20][CH2:21][O:22][Si:23]([C:26]([CH3:29])([CH3:28])[CH3:27])([CH3:25])[CH3:24])[C:13]([O:15][C:16]([CH3:19])([CH3:18])[CH3:17])=[O:14])=[CH:5][CH:4]=1, predict the reaction product. The product is: [C:3]1([C:31]2[CH:32]=[CH:33][CH:34]=[CH:35][CH:36]=2)[CH:8]=[CH:7][C:6]([CH2:9][CH2:10][CH:11]([OH:30])[CH:12]([CH2:20][CH2:21][O:22][Si:23]([C:26]([CH3:27])([CH3:28])[CH3:29])([CH3:24])[CH3:25])[C:13]([O:15][C:16]([CH3:19])([CH3:17])[CH3:18])=[O:14])=[CH:5][CH:4]=1. (5) Given the reactants [NH2:1][C:2]1[CH:7]=[CH:6][CH:5]=[CH:4][C:3]=1[NH2:8].[NH:9]1[C:17]2[C:12](=[CH:13][CH:14]=[CH:15][CH:16]=2)[C:11]([C:18](O)=O)=[N:10]1.C(=O)([O-])[O-].[K+].[K+], predict the reaction product. The product is: [NH:1]1[C:2]2[CH:7]=[CH:6][CH:5]=[CH:4][C:3]=2[N:8]=[C:18]1[C:11]1[C:12]2[C:17](=[CH:16][CH:15]=[CH:14][CH:13]=2)[NH:9][N:10]=1. (6) Given the reactants [CH2:1]([C:3]1[CH:4]=[C:5]([CH:8]=O)[NH:6][N:7]=1)[CH3:2].[Br:10][C:11]1[CH:16]=[CH:15][C:14]([NH2:17])=[C:13]([NH2:18])[CH:12]=1.S(S([O-])=O)([O-])(=O)=O.[Na+].[Na+], predict the reaction product. The product is: [CH2:1]([C:3]1[CH:4]=[C:5]([C:8]2[NH:17][C:14]3[CH:15]=[CH:16][C:11]([Br:10])=[CH:12][C:13]=3[N:18]=2)[NH:6][N:7]=1)[CH3:2]. (7) Given the reactants Cl[C:2]1[N:3]=[N:4][C:5]([C:8]2[O:12][N:11]=[C:10]([CH3:13])[N:9]=2)=[CH:6][CH:7]=1.Cl.[NH:15]1[CH2:19][CH2:18][C:17]2([CH2:23][C:22]3[CH:24]=[CH:25][CH:26]=[CH:27][C:21]=3[O:20]2)[CH2:16]1.C(=O)([O-])[O-].[K+].[K+].O, predict the reaction product. The product is: [CH3:13][C:10]1[N:9]=[C:8]([C:5]2[N:4]=[N:3][C:2]([N:15]3[CH2:19][CH2:18][C:17]4([CH2:23][C:22]5[CH:24]=[CH:25][CH:26]=[CH:27][C:21]=5[O:20]4)[CH2:16]3)=[CH:7][CH:6]=2)[O:12][N:11]=1. (8) Given the reactants [C:1]([C:5]1[CH:6]=[N:7][CH:8]=[CH:9][C:10]=1Cl)([O:3][CH3:4])=[O:2].[CH2:12]([NH2:19])[C:13]1[CH:18]=[CH:17][CH:16]=[CH:15][CH:14]=1, predict the reaction product. The product is: [CH2:12]([NH:19][C:10]1[C:5]([C:1]([O:3][CH3:4])=[O:2])=[CH:6][N:7]=[CH:8][CH:9]=1)[C:13]1[CH:18]=[CH:17][CH:16]=[CH:15][CH:14]=1. (9) Given the reactants Br[C:2]1[C:7](=[O:8])[N:6]([CH2:9][C:10]2[CH:15]=[CH:14][C:13]([C:16]3[C:17]([C:22]#[N:23])=[CH:18][CH:19]=[CH:20][CH:21]=3)=[CH:12][C:11]=2[F:24])[C:5]([CH2:25][CH2:26][CH3:27])=[N:4][C:3]=1[CH3:28].[CH:29]([O:32][C:33]1[CH:38]=[CH:37][C:36](B(O)O)=[CH:35][CH:34]=1)([CH3:31])[CH3:30].C(=O)([O-])[O-].[Cs+].[Cs+], predict the reaction product. The product is: [F:24][C:11]1[CH:12]=[C:13]([C:16]2[C:17]([C:22]#[N:23])=[CH:18][CH:19]=[CH:20][CH:21]=2)[CH:14]=[CH:15][C:10]=1[CH2:9][N:6]1[C:7](=[O:8])[C:2]([C:36]2[CH:37]=[CH:38][C:33]([O:32][CH:29]([CH3:31])[CH3:30])=[CH:34][CH:35]=2)=[C:3]([CH3:28])[N:4]=[C:5]1[CH2:25][CH2:26][CH3:27]. (10) Given the reactants [CH:1]1([C:4]2[CH:9]=[C:8]([CH:10]=[O:11])[C:7]([OH:12])=[CH:6][C:5]=2[C:13]2[CH:18]=[CH:17][C:16]([F:19])=[CH:15][CH:14]=2)[CH2:3][CH2:2]1.C(N(CC)C(C)C)(C)C.C1C=CC(N([S:36]([C:39]([F:42])([F:41])[F:40])(=[O:38])=[O:37])[S:36]([C:39]([F:42])([F:41])[F:40])(=[O:38])=[O:37])=CC=1.Cl, predict the reaction product. The product is: [F:40][C:39]([F:42])([F:41])[S:36]([O:12][C:7]1[CH:6]=[C:5]([C:13]2[CH:14]=[CH:15][C:16]([F:19])=[CH:17][CH:18]=2)[C:4]([CH:1]2[CH2:2][CH2:3]2)=[CH:9][C:8]=1[CH:10]=[O:11])(=[O:38])=[O:37].